From a dataset of Forward reaction prediction with 1.9M reactions from USPTO patents (1976-2016). Predict the product of the given reaction. (1) Given the reactants [CH3:1][N:2]([CH2:44][CH2:45][NH:46][CH3:47])[C:3](=[O:43])[O:4][C:5]1[C:6]2[CH:42]=[CH:41][CH:40]=[CH:39][C:7]=2[C:8]2[C@H:9]([CH2:37][Cl:38])[CH2:10][N:11]([C:14](=[O:36])[CH2:15][CH2:16][CH2:17][C:18]([N:20]3[C:28]4[CH:27]=[C:26]([OH:29])[C:25]5[CH:30]=[CH:31][CH:32]=[CH:33][C:24]=5[C:23]=4[C@H:22]([CH2:34][Cl:35])[CH2:21]3)=[O:19])[C:12]=2[CH:13]=1.CCN(C(C)C)C(C)C.[Br:57][CH2:58][C:59](Br)=[O:60], predict the reaction product. The product is: [Br:57][CH2:58][C:59]([N:46]([CH2:45][CH2:44][N:2]([CH3:1])[C:3](=[O:43])[O:4][C:5]1[C:6]2[CH:42]=[CH:41][CH:40]=[CH:39][C:7]=2[C:8]2[C@H:9]([CH2:37][Cl:38])[CH2:10][N:11]([C:14](=[O:36])[CH2:15][CH2:16][CH2:17][C:18]([N:20]3[C:28]4[CH:27]=[C:26]([OH:29])[C:25]5[CH:30]=[CH:31][CH:32]=[CH:33][C:24]=5[C:23]=4[C@H:22]([CH2:34][Cl:35])[CH2:21]3)=[O:19])[C:12]=2[CH:13]=1)[CH3:47])=[O:60]. (2) Given the reactants FC(F)(F)C(O)=O.[CH:8]1([C@H:14]([NH:22][C:23]([C:25]2[CH:30]=[CH:29][C:28]([C:31]3[CH:36]=[CH:35][CH:34]=[CH:33][CH:32]=3)=[CH:27][C:26]=2[NH:37][C:38]([NH:40][C:41]2[C:46]([CH3:47])=[CH:45][C:44]([CH3:48])=[CH:43][C:42]=2[CH3:49])=[O:39])=[O:24])[C:15]([O:17]C(C)(C)C)=[O:16])[CH2:13][CH2:12][CH2:11][CH2:10][CH2:9]1, predict the reaction product. The product is: [CH:8]1([C@H:14]([NH:22][C:23]([C:25]2[CH:30]=[CH:29][C:28]([C:31]3[CH:36]=[CH:35][CH:34]=[CH:33][CH:32]=3)=[CH:27][C:26]=2[NH:37][C:38]([NH:40][C:41]2[C:46]([CH3:47])=[CH:45][C:44]([CH3:48])=[CH:43][C:42]=2[CH3:49])=[O:39])=[O:24])[C:15]([OH:17])=[O:16])[CH2:9][CH2:10][CH2:11][CH2:12][CH2:13]1. (3) Given the reactants [Br:1][C:2]1[CH:3]=[CH:4][CH:5]=[C:6]2[C:22]=1[C:9]1([CH2:14][CH2:13][N:12](C(OC(C)(C)C)=O)[CH2:11][CH2:10]1)[CH2:8][CH:7]2[C:23]([CH3:30])([CH3:29])[C:24]([O:26][CH2:27][CH3:28])=[O:25], predict the reaction product. The product is: [Br:1][C:2]1[CH:3]=[CH:4][CH:5]=[C:6]2[C:22]=1[C:9]1([CH2:10][CH2:11][NH:12][CH2:13][CH2:14]1)[CH2:8][CH:7]2[C:23]([CH3:29])([CH3:30])[C:24]([O:26][CH2:27][CH3:28])=[O:25]. (4) Given the reactants [CH:1]1([C:4]2[CH:9]=[CH:8][N:7]=[CH:6][C:5]=2[N:10]2[CH2:14][CH2:13][NH:12][C:11]2=[O:15])[CH2:3][CH2:2]1.Br[C:17]1[CH:18]=[CH:19][C:20]2[CH:24]=[CH:23][S:22][C:21]=2[CH:25]=1.CN[C@@H]1CCCC[C@H]1NC.P([O-])([O-])([O-])=O.[K+].[K+].[K+], predict the reaction product. The product is: [S:22]1[CH:23]=[CH:24][C:20]2[CH:19]=[CH:18][C:17]([N:12]3[CH2:13][CH2:14][N:10]([C:5]4[CH:6]=[N:7][CH:8]=[CH:9][C:4]=4[CH:1]4[CH2:3][CH2:2]4)[C:11]3=[O:15])=[CH:25][C:21]1=2. (5) The product is: [CH3:1][O:3][C:4]([C:6]1[S:10][C:9]2[CH:11]=[C:12]([CH2:15][OH:16])[CH:13]=[CH:14][C:8]=2[CH:7]=1)=[O:5]. Given the reactants [CH2:1]([O:3][C:4]([C:6]1[S:10][C:9]2[CH:11]=[C:12]([CH2:15][OH:16])[CH:13]=[CH:14][C:8]=2[CH:7]=1)=[O:5])C.C1CCN2C(=NCCC2)CC1, predict the reaction product. (6) Given the reactants [F:1][C:2]1[CH:3]=[CH:4][C:5]([NH2:8])=[N:6][CH:7]=1.[CH3:9][O:10][C:11]1[CH:18]=[C:17]([O:19][CH3:20])[CH:16]=[CH:15][C:12]=1[CH:13]=O.C(O[BH-](OC(=O)C)OC(=O)C)(=O)C.[Na+].[OH-].[Na+], predict the reaction product. The product is: [CH3:9][O:10][C:11]1[CH:18]=[C:17]([O:19][CH3:20])[CH:16]=[CH:15][C:12]=1[CH2:13][NH:8][C:5]1[CH:4]=[CH:3][C:2]([F:1])=[CH:7][N:6]=1. (7) Given the reactants C1C(=O)N([Br:8])C(=O)C1.[CH3:9][S:10]([C:13]1[CH:18]=[CH:17][C:16]([C:19]2[N:20]=[CH:21][C:22]([NH2:25])=[N:23][CH:24]=2)=[CH:15][CH:14]=1)(=[O:12])=[O:11].O, predict the reaction product. The product is: [Br:8][C:21]1[C:22]([NH2:25])=[N:23][CH:24]=[C:19]([C:16]2[CH:15]=[CH:14][C:13]([S:10]([CH3:9])(=[O:11])=[O:12])=[CH:18][CH:17]=2)[N:20]=1. (8) Given the reactants [Cl:1][C:2]1[CH:7]=[CH:6][CH:5]=[CH:4][C:3]=1[N:8]1[C:12]([CH2:13][NH:14][C:15]2[CH:20]=[CH:19][C:18]([C:21]3[CH:26]=[CH:25][CH:24]=[C:23]([S:27]([CH3:30])(=[O:29])=[O:28])[CH:22]=3)=[CH:17][CH:16]=2)=[CH:11][C:10]([C:31]([F:34])([F:33])[F:32])=[N:9]1.CO.C=O.[C:39]([BH3-])#N.[Na+], predict the reaction product. The product is: [Cl:1][C:2]1[CH:7]=[CH:6][CH:5]=[CH:4][C:3]=1[N:8]1[C:12]([CH2:13][N:14]([CH3:39])[C:15]2[CH:16]=[CH:17][C:18]([C:21]3[CH:26]=[CH:25][CH:24]=[C:23]([S:27]([CH3:30])(=[O:28])=[O:29])[CH:22]=3)=[CH:19][CH:20]=2)=[CH:11][C:10]([C:31]([F:34])([F:32])[F:33])=[N:9]1.